Dataset: hERG potassium channel inhibition data for cardiac toxicity prediction from Karim et al.. Task: Regression/Classification. Given a drug SMILES string, predict its toxicity properties. Task type varies by dataset: regression for continuous values (e.g., LD50, hERG inhibition percentage) or binary classification for toxic/non-toxic outcomes (e.g., AMES mutagenicity, cardiotoxicity, hepatotoxicity). Dataset: herg_karim. (1) The molecule is O=C1OCc2cc(CCC3(F)CCN(C(=O)Cc4ccc(-n5cnnn5)cc4)CC3)ccc21. The result is 1 (blocker). (2) The drug is Cc1ccccc1C1CCN(CC2CCc3c(C)cccc3C(O)C2)CC1. The result is 1 (blocker). (3) The result is 1 (blocker). The drug is N#Cc1ccc2cc1Oc1cccc(c1)C(c1cccc(Cl)c1)N1CC[C@@H](NCc3cncn3C2)C1=O. (4) The molecule is CCCCc1oc2ccccc2c1C(=O)c1ccc(OCCN(CC)CC)cc1. The result is 1 (blocker).